This data is from Full USPTO retrosynthesis dataset with 1.9M reactions from patents (1976-2016). The task is: Predict the reactants needed to synthesize the given product. (1) Given the product [F:43][C:2]([F:1])([F:42])[C:3]1[CH:4]=[C:5]([C:13]([CH3:40])([CH3:41])[C:14]([N:16]([CH3:17])[C:18]2[C:19]([C:32]3[CH:37]=[CH:36][C:35]([F:38])=[CH:34][C:33]=3[CH3:39])=[CH:20][C:21]([N:24]3[CH2:25][CH2:26][CH:27]([CH2:30][O:31][S:45]([CH3:44])(=[O:47])=[O:46])[CH2:28][CH2:29]3)=[N:22][CH:23]=2)=[O:15])[CH:6]=[C:7]([C:9]([F:10])([F:11])[F:12])[CH:8]=1, predict the reactants needed to synthesize it. The reactants are: [F:1][C:2]([F:43])([F:42])[C:3]1[CH:4]=[C:5]([C:13]([CH3:41])([CH3:40])[C:14]([N:16]([C:18]2[C:19]([C:32]3[CH:37]=[CH:36][C:35]([F:38])=[CH:34][C:33]=3[CH3:39])=[CH:20][C:21]([N:24]3[CH2:29][CH2:28][CH:27]([CH2:30][OH:31])[CH2:26][CH2:25]3)=[N:22][CH:23]=2)[CH3:17])=[O:15])[CH:6]=[C:7]([C:9]([F:12])([F:11])[F:10])[CH:8]=1.[CH3:44][S:45](Cl)(=[O:47])=[O:46].C(N(CC)CC)C. (2) Given the product [F:1][C:2]1[C:3]([N:29]2[CH2:34][CH2:33][CH2:32][CH2:31][CH2:30]2)=[C:4]([C@:8]([C@@H:16]2[CH2:21][CH2:20][CH2:19][NH:18][CH2:17]2)([OH:15])[CH2:9][CH2:10][CH2:11][CH2:12][O:13][CH3:14])[CH:5]=[CH:6][CH:7]=1, predict the reactants needed to synthesize it. The reactants are: [F:1][C:2]1[C:3]([N:29]2[CH2:34][CH2:33][CH2:32][CH2:31][CH2:30]2)=[C:4]([C@:8]([C@@H:16]2[CH2:21][CH2:20][CH2:19][N:18](C(OC(C)(C)C)=O)[CH2:17]2)([OH:15])[CH2:9][CH2:10][CH2:11][CH2:12][O:13][CH3:14])[CH:5]=[CH:6][CH:7]=1.[OH-].[Na+]. (3) The reactants are: [C:1]([C:3]1[CH:4]=[C:5]([OH:9])[CH:6]=[CH:7][CH:8]=1)#[N:2].C(=O)([O-])[O-].[K+].[K+].[I-].[K+].Cl[CH2:19][CH:20]1[CH2:22][CH2:21]1. Given the product [CH:20]1([CH2:19][O:9][C:5]2[CH:4]=[C:3]([CH2:1][NH2:2])[CH:8]=[CH:7][CH:6]=2)[CH2:22][CH2:21]1, predict the reactants needed to synthesize it. (4) Given the product [CH2:21]([O:7][CH:1]([O:11][CH2:8][CH:9]=[CH2:10])[CH2:2][CH2:3][CH2:4][CH2:5][CH3:6])[CH:20]=[CH2:19], predict the reactants needed to synthesize it. The reactants are: [CH:1](=[O:7])[CH2:2][CH2:3][CH2:4][CH2:5][CH3:6].[CH2:8]([OH:11])[CH:9]=[CH2:10].S([O-])([O-])(=O)=O.[Mg+2].O.[CH3:19][CH2:20][CH2:21]CCC. (5) Given the product [C:1]([O:9][C@@H:10]1[C@@H:11]([CH2:12][OH:33])[CH2:25][C@@H:14]([NH:13][C:26]([O:28][C:29]([CH3:32])([CH3:31])[CH3:30])=[O:27])[C@@H:15]1[O:16][C:17](=[O:24])[C:18]1[CH:19]=[CH:20][CH:21]=[CH:22][CH:23]=1)(=[O:8])[C:2]1[CH:3]=[CH:4][CH:5]=[CH:6][CH:7]=1, predict the reactants needed to synthesize it. The reactants are: [C:1]([O:9][C@H:10]1[C@@H:15]([O:16][C:17](=[O:24])[C:18]2[CH:23]=[CH:22][CH:21]=[CH:20][CH:19]=2)[C@H:14]2[CH2:25][C@@H:11]1[C:12](=[O:33])[N:13]2[C:26]([O:28][C:29]([CH3:32])([CH3:31])[CH3:30])=[O:27])(=[O:8])[C:2]1[CH:7]=[CH:6][CH:5]=[CH:4][CH:3]=1.[BH4-].[Na+]. (6) Given the product [C:22]([O:11][C:10]([C:3]1[C:4]2[C:9](=[CH:8][CH:7]=[CH:6][CH:5]=2)[NH:1][CH:2]=1)=[O:12])([CH3:25])([CH3:24])[CH3:23], predict the reactants needed to synthesize it. The reactants are: [NH:1]1[C:9]2[C:4](=[CH:5][CH:6]=[CH:7][CH:8]=2)[C:3]([C:10]([OH:12])=[O:11])=[CH:2]1.CN(C=O)C.S(Cl)(Cl)=O.[C:22](O)([CH3:25])([CH3:24])[CH3:23]. (7) The reactants are: [F:1][C:2]([F:19])([F:18])[CH:3]1[C:8]([C:9]([O:11][CH2:12][CH3:13])=[O:10])=[CH:7][C:6]2[CH:14]=[CH:15][CH:16]=[CH:17][C:5]=2[O:4]1.[Cl-].[Al+3].[Cl-].[Cl-].[C:24](Cl)(=[O:31])[C:25]1[CH:30]=[CH:29][CH:28]=[CH:27][CH:26]=1.Cl. Given the product [C:24]([C:15]1[CH:16]=[CH:17][C:5]2[O:4][CH:3]([C:2]([F:1])([F:18])[F:19])[C:8]([C:9]([O:11][CH2:12][CH3:13])=[O:10])=[CH:7][C:6]=2[CH:14]=1)(=[O:31])[C:25]1[CH:30]=[CH:29][CH:28]=[CH:27][CH:26]=1, predict the reactants needed to synthesize it. (8) Given the product [CH3:1][S:2][C:3]1[CH:8]=[CH:7][C:6]([C:15]2[CH:23]=[C:22]3[C:18]([C:19]([NH:32][C:33](=[O:37])[CH2:34][CH2:35][CH3:36])=[N:20][N:21]3[CH2:24][O:25][CH2:26][CH2:27][Si:28]([CH3:31])([CH3:29])[CH3:30])=[CH:17][CH:16]=2)=[CH:5][CH:4]=1, predict the reactants needed to synthesize it. The reactants are: [CH3:1][S:2][C:3]1[CH:8]=[CH:7][C:6](B(O)O)=[CH:5][CH:4]=1.[F-].[Cs+].Cl[C:15]1[CH:23]=[C:22]2[C:18]([C:19]([NH:32][C:33](=[O:37])[CH2:34][CH2:35][CH3:36])=[N:20][N:21]2[CH2:24][O:25][CH2:26][CH2:27][Si:28]([CH3:31])([CH3:30])[CH3:29])=[CH:17][CH:16]=1.